Dataset: TCR-epitope binding with 47,182 pairs between 192 epitopes and 23,139 TCRs. Task: Binary Classification. Given a T-cell receptor sequence (or CDR3 region) and an epitope sequence, predict whether binding occurs between them. (1) The epitope is FLKEKGGL. Result: 1 (the TCR binds to the epitope). The TCR CDR3 sequence is CASSYEPGQVSHYSNQPQHF. (2) The epitope is HTTDPSFLGRY. The TCR CDR3 sequence is CSVEAGIGYEQYF. Result: 1 (the TCR binds to the epitope). (3) The TCR CDR3 sequence is CASSYREGVDEQYF. Result: 0 (the TCR does not bind to the epitope). The epitope is YYRRATRRIR. (4) The epitope is NLVPMVATV. The TCR CDR3 sequence is CASSVTAGDSEQYF. Result: 1 (the TCR binds to the epitope). (5) The epitope is ITEEVGHTDLMAAY. The TCR CDR3 sequence is CATSDPKTGGFSYNEQFF. Result: 0 (the TCR does not bind to the epitope). (6) The epitope is KTSVDCTMYI. The TCR CDR3 sequence is CASSRSGNEQFF. Result: 1 (the TCR binds to the epitope). (7) The epitope is KPLEFGATSAAL. The TCR CDR3 sequence is CASSFPGLAQEQFF. Result: 1 (the TCR binds to the epitope). (8) The epitope is TPINLVRDL. The TCR CDR3 sequence is CASSQDDYPTLESNRTSSTRGYF. Result: 1 (the TCR binds to the epitope). (9) The epitope is VLWAHGFEL. The TCR CDR3 sequence is CASSLGLASPETQYF. Result: 1 (the TCR binds to the epitope). (10) The epitope is NLVPMVATV. The TCR CDR3 sequence is CASSLLATLADTQYF. Result: 0 (the TCR does not bind to the epitope).